Dataset: Forward reaction prediction with 1.9M reactions from USPTO patents (1976-2016). Task: Predict the product of the given reaction. (1) Given the reactants [F:1][C:2]([F:32])([F:31])[C:3]1[CH:26]=[C:25]([C:27]([F:30])([F:29])[F:28])[CH:24]=[CH:23][C:4]=1[CH2:5][O:6][C:7]1[CH:12]=[CH:11][C:10](/[CH:13]=[C:14]2/[C:15]([NH:20][CH3:21])=[N:16][C:17](=[O:19])[S:18]/2)=[CH:9][C:8]=1[F:22].[C:33](=O)([O-])[O-].[K+].[K+].CI.O, predict the reaction product. The product is: [F:32][C:2]([F:1])([F:31])[C:3]1[CH:26]=[C:25]([C:27]([F:30])([F:29])[F:28])[CH:24]=[CH:23][C:4]=1[CH2:5][O:6][C:7]1[CH:12]=[CH:11][C:10](/[CH:13]=[C:14]2/[C:15](=[N:20]\[CH3:21])/[N:16]([CH3:33])[C:17](=[O:19])[S:18]/2)=[CH:9][C:8]=1[F:22]. (2) Given the reactants Cl[CH2:2][C:3]1[CH:8]=[CH:7][C:6]([C:9]([OH:35])([C:29]2[N:33]([CH3:34])[CH:32]=[N:31][CH:30]=2)[C:10]2[CH:11]=[C:12]3[C:17](=[CH:18][CH:19]=2)[N:16]([CH3:20])[C:15](=[O:21])[CH:14]=[C:13]3[C:22]2[CH:27]=[CH:26][CH:25]=[C:24]([Cl:28])[CH:23]=2)=[CH:5][CH:4]=1.[CH3:36][O:37][Na].CO.O, predict the reaction product. The product is: [Cl:28][C:24]1[CH:23]=[C:22]([C:13]2[C:12]3[C:17](=[CH:18][CH:19]=[C:10]([C:9]([OH:35])([C:6]4[CH:5]=[CH:4][C:3]([CH2:2][O:37][CH3:36])=[CH:8][CH:7]=4)[C:29]4[N:33]([CH3:34])[CH:32]=[N:31][CH:30]=4)[CH:11]=3)[N:16]([CH3:20])[C:15](=[O:21])[CH:14]=2)[CH:27]=[CH:26][CH:25]=1. (3) Given the reactants [CH3:1][C:2]1[C:10]([N+:11]([O-:13])=[O:12])=[CH:9][CH:8]=[CH:7][C:3]=1[C:4](O)=[O:5].S(Cl)([Cl:16])=O, predict the reaction product. The product is: [CH3:1][C:2]1[C:10]([N+:11]([O-:13])=[O:12])=[CH:9][CH:8]=[CH:7][C:3]=1[C:4]([Cl:16])=[O:5]. (4) Given the reactants Br[CH2:2][CH2:3][CH2:4][CH2:5][CH2:6][CH2:7][O:8][C:9]1[CH:16]=[CH:15][C:12]([C:13]#[N:14])=[CH:11][CH:10]=1.[CH3:17][O-:18].[Na+].CO, predict the reaction product. The product is: [CH3:17][O:18][CH2:2][CH2:3][CH2:4][CH2:5][CH2:6][CH2:7][O:8][C:9]1[CH:16]=[CH:15][C:12]([C:13]#[N:14])=[CH:11][CH:10]=1. (5) The product is: [CH2:23]([O:25][C:26]([C:28]1[C:36]2[C:31](=[CH:32][CH:33]=[CH:34][CH:35]=2)[N:30]([C:2]2[CH:3]=[N:4][CH:5]=[C:6]([C@@H:8]3[CH2:12][CH2:11][CH2:10][N:9]3[C@@H:13]([C:15]3[CH:20]=[CH:19][C:18]([O:21][CH3:22])=[CH:17][CH:16]=3)[CH3:14])[CH:7]=2)[CH:29]=1)=[O:27])[CH3:24]. Given the reactants Br[C:2]1[CH:3]=[N:4][CH:5]=[C:6]([C@@H:8]2[CH2:12][CH2:11][CH2:10][N:9]2[C@@H:13]([C:15]2[CH:20]=[CH:19][C:18]([O:21][CH3:22])=[CH:17][CH:16]=2)[CH3:14])[CH:7]=1.[CH2:23]([O:25][C:26]([C:28]1[C:36]2[C:31](=[CH:32][CH:33]=[CH:34][CH:35]=2)[NH:30][CH:29]=1)=[O:27])[CH3:24].[O-]P([O-])([O-])=O.[K+].[K+].[K+].CN[C@H]1CCCC[C@@H]1NC, predict the reaction product.